This data is from Forward reaction prediction with 1.9M reactions from USPTO patents (1976-2016). The task is: Predict the product of the given reaction. (1) Given the reactants C(O[C:6](=[O:35])[NH:7][CH2:8][C:9]1[C:10]([NH2:34])=[N:11][C:12]([O:15][CH2:16][CH2:17][CH2:18][CH2:19][N:20]2[CH2:25][CH2:24][N:23]([C:26]3[CH:31]=[CH:30][CH:29]=[C:28]([Cl:32])[C:27]=3[Cl:33])[CH2:22][CH2:21]2)=[CH:13][CH:14]=1)(C)(C)C.Cl.C([O-])([O-])=O.[Na+].[Na+], predict the reaction product. The product is: [Cl:33][C:27]1[C:28]([Cl:32])=[CH:29][CH:30]=[CH:31][C:26]=1[N:23]1[CH2:22][CH2:21][N:20]([CH2:19][CH2:18][CH2:17][CH2:16][O:15][C:12]2[CH:13]=[CH:14][C:9]3[CH2:8][NH:7][C:6](=[O:35])[NH:34][C:10]=3[N:11]=2)[CH2:25][CH2:24]1. (2) Given the reactants [N:1]1C=CC=CC=1.Cl[C:8]([O:10][CH2:11][C:12]1[CH:17]=[CH:16][CH:15]=[CH:14][CH:13]=1)=[O:9].O.C(OCC)(=O)C, predict the reaction product. The product is: [C:8](=[O:9])([O:10][CH2:11][C:12]1[CH:17]=[CH:16][CH:15]=[CH:14][CH:13]=1)[NH2:1]. (3) Given the reactants [CH:1]1[C:6]([NH2:7])=[CH:5][CH:4]=[C:3]([OH:8])[CH:2]=1.C(=O)([O-])O.[Na+].Cl[C:15]([O:17][CH2:18][C:19]1[CH:24]=[CH:23][CH:22]=[CH:21][CH:20]=1)=[O:16], predict the reaction product. The product is: [OH:8][C:3]1[CH:4]=[CH:5][C:6]([NH:7][C:15](=[O:16])[O:17][CH2:18][C:19]2[CH:24]=[CH:23][CH:22]=[CH:21][CH:20]=2)=[CH:1][CH:2]=1. (4) Given the reactants [F:1][C:2]1[CH:3]=[CH:4][C:5]([N+:10]([O-:12])=[O:11])=[C:6]([CH2:8][OH:9])[CH:7]=1.[Cr](O[Cr]([O-])(=O)=O)([O-])(=O)=O, predict the reaction product. The product is: [F:1][C:2]1[CH:3]=[CH:4][C:5]([N+:10]([O-:12])=[O:11])=[C:6]([CH:7]=1)[CH:8]=[O:9]. (5) The product is: [NH2:6][C@@H:5]1[CH2:4][CH2:2][N:10]([C:27]2[N:35]=[C:34]3[C:30]([N:31]=[CH:32][N:33]3[C@@H:36]3[CH2:40][C@H:39]([NH:41][C:42](=[O:51])[CH2:43][CH2:44][C:45]4[CH:50]=[CH:49][CH:48]=[CH:47][CH:46]=4)[C@@H:38]([OH:52])[C@H:37]3[OH:53])=[C:29]([NH:54][CH2:55][CH:56]([C:57]3[CH:62]=[CH:61][CH:60]=[CH:59][CH:58]=3)[C:63]3[CH:68]=[CH:67][CH:66]=[CH:65][CH:64]=3)[N:28]=2)[CH2:9]1. Given the reactants Cl[C:2]1[N:10]=[C:9]2[C:5]([N:6]=CN2)=[C:4](NCC(C2C=CC=CC=2)C2C=CC=CC=2)N=1.Cl[C:27]1[N:35]=[C:34]2[C:30]([N:31]=[CH:32][N:33]2[C@@H:36]2[CH2:40][C@H:39]([NH:41][C:42](=[O:51])[CH2:43][CH2:44][C:45]3[CH:50]=[CH:49][CH:48]=[CH:47][CH:46]=3)[C@@H:38]([OH:52])[C@H:37]2[OH:53])=[C:29]([NH:54][CH2:55][CH:56]([C:63]2[CH:68]=[CH:67][CH:66]=[CH:65][CH:64]=2)[C:57]2[CH:62]=[CH:61][CH:60]=[CH:59][CH:58]=2)[N:28]=1.N1CC[C@@H](N)C1.[I-].[Na+].N[C@@H]1CCN(C2N=C3C(N=CN3[C@@H]3C[C@H](NC(=O)CC4C=CC=CC=4)[C@@H](O)[C@H]3O)=C(NCC(C3C=CC=CC=3)C3C=CC=CC=3)N=2)C1, predict the reaction product. (6) Given the reactants [Cl:1][C:2]1[N:10]=[C:9]([Cl:11])[CH:8]=[CH:7][C:3]=1[C:4]([OH:6])=[O:5].C(NC(=NC(C)C)O[C:18]([CH3:21])([CH3:20])[CH3:19])(C)C, predict the reaction product. The product is: [Cl:1][C:2]1[N:10]=[C:9]([Cl:11])[CH:8]=[CH:7][C:3]=1[C:4]([O:6][C:18]([CH3:21])([CH3:20])[CH3:19])=[O:5]. (7) Given the reactants [CH2:1]([O:4][C:5](=[O:15])[CH2:6][C:7]1[CH:12]=[CH:11][C:10]([F:13])=[C:9]([F:14])[CH:8]=1)[CH:2]=[CH2:3].C(NC1C=CC(S([N:29]=[N+:30]=[N-])(=O)=O)=CC=1)(=O)C.N12CCCN=C1CCCCC2.[Cl-].[NH4+], predict the reaction product. The product is: [CH2:1]([O:4][C:5](=[O:15])[C:6](=[N+:29]=[N-:30])[C:7]1[CH:12]=[CH:11][C:10]([F:13])=[C:9]([F:14])[CH:8]=1)[CH:2]=[CH2:3].